This data is from NCI-60 drug combinations with 297,098 pairs across 59 cell lines. The task is: Regression. Given two drug SMILES strings and cell line genomic features, predict the synergy score measuring deviation from expected non-interaction effect. (1) Drug 1: CCCS(=O)(=O)NC1=C(C(=C(C=C1)F)C(=O)C2=CNC3=C2C=C(C=N3)C4=CC=C(C=C4)Cl)F. Drug 2: C1CC(C1)(C(=O)O)C(=O)O.[NH2-].[NH2-].[Pt+2]. Cell line: NCI-H322M. Synergy scores: CSS=3.86, Synergy_ZIP=1.29, Synergy_Bliss=0.195, Synergy_Loewe=-6.09, Synergy_HSA=-5.84. (2) Drug 1: C1=CC=C(C=C1)NC(=O)CCCCCCC(=O)NO. Drug 2: CCC1(C2=C(COC1=O)C(=O)N3CC4=CC5=C(C=CC(=C5CN(C)C)O)N=C4C3=C2)O.Cl. Cell line: HCT116. Synergy scores: CSS=49.8, Synergy_ZIP=1.33, Synergy_Bliss=0.560, Synergy_Loewe=-16.8, Synergy_HSA=3.31. (3) Drug 1: C1=CC(=CC=C1C#N)C(C2=CC=C(C=C2)C#N)N3C=NC=N3. Drug 2: CC1=C(N=C(N=C1N)C(CC(=O)N)NCC(C(=O)N)N)C(=O)NC(C(C2=CN=CN2)OC3C(C(C(C(O3)CO)O)O)OC4C(C(C(C(O4)CO)O)OC(=O)N)O)C(=O)NC(C)C(C(C)C(=O)NC(C(C)O)C(=O)NCCC5=NC(=CS5)C6=NC(=CS6)C(=O)NCCC[S+](C)C)O. Cell line: COLO 205. Synergy scores: CSS=12.0, Synergy_ZIP=-3.72, Synergy_Bliss=0.207, Synergy_Loewe=0.933, Synergy_HSA=2.15. (4) Drug 1: CC(C1=C(C=CC(=C1Cl)F)Cl)OC2=C(N=CC(=C2)C3=CN(N=C3)C4CCNCC4)N. Drug 2: COC1=C2C(=CC3=C1OC=C3)C=CC(=O)O2. Cell line: OVCAR-5. Synergy scores: CSS=12.6, Synergy_ZIP=-1.15, Synergy_Bliss=3.60, Synergy_Loewe=-3.90, Synergy_HSA=1.95. (5) Drug 1: CC1C(C(CC(O1)OC2CC(CC3=C2C(=C4C(=C3O)C(=O)C5=C(C4=O)C(=CC=C5)OC)O)(C(=O)C)O)N)O.Cl. Drug 2: C1C(C(OC1N2C=C(C(=O)NC2=O)F)CO)O. Cell line: T-47D. Synergy scores: CSS=16.6, Synergy_ZIP=1.96, Synergy_Bliss=8.23, Synergy_Loewe=8.20, Synergy_HSA=8.25. (6) Drug 1: C1=CC(=CC=C1CC(C(=O)O)N)N(CCCl)CCCl.Cl. Drug 2: CC1=C(N=C(N=C1N)C(CC(=O)N)NCC(C(=O)N)N)C(=O)NC(C(C2=CN=CN2)OC3C(C(C(C(O3)CO)O)O)OC4C(C(C(C(O4)CO)O)OC(=O)N)O)C(=O)NC(C)C(C(C)C(=O)NC(C(C)O)C(=O)NCCC5=NC(=CS5)C6=NC(=CS6)C(=O)NCCC[S+](C)C)O. Cell line: TK-10. Synergy scores: CSS=9.26, Synergy_ZIP=-2.98, Synergy_Bliss=1.28, Synergy_Loewe=-2.17, Synergy_HSA=-0.326. (7) Drug 1: C1CN1P(=S)(N2CC2)N3CC3. Drug 2: C1=NNC2=C1C(=O)NC=N2. Cell line: HOP-62. Synergy scores: CSS=11.3, Synergy_ZIP=-4.01, Synergy_Bliss=5.67, Synergy_Loewe=-1.57, Synergy_HSA=2.80.